This data is from Full USPTO retrosynthesis dataset with 1.9M reactions from patents (1976-2016). The task is: Predict the reactants needed to synthesize the given product. (1) Given the product [NH2:8][C:7]1[C:2]([F:1])=[CH:3][C:4]([O:18][CH3:19])=[C:5]([N:11]2[C:15](=[O:16])[N:14]([CH3:17])[N:13]=[N:12]2)[CH:6]=1, predict the reactants needed to synthesize it. The reactants are: [F:1][C:2]1[C:7]([N+:8]([O-])=O)=[CH:6][C:5]([N:11]2[C:15](=[O:16])[N:14]([CH3:17])[N:13]=[N:12]2)=[C:4]([O:18][CH3:19])[CH:3]=1.[Cl-].[NH4+]. (2) Given the product [ClH:24].[CH2:10]1[C:5]2([CH2:18][CH2:19][C:2](=[O:1])[CH2:3][CH2:4]2)[CH2:6][CH2:7][NH:8][CH2:9]1, predict the reactants needed to synthesize it. The reactants are: [O:1]=[C:2]1[CH2:19][CH2:18][C:5]2([CH2:10][CH2:9][N:8](C(OC(C)(C)C)=O)[CH2:7][CH2:6]2)[CH2:4][CH:3]1C(OC)=O.[ClH:24].O. (3) Given the product [NH2:1][C:2]1[C:12]([OH:13])=[CH:11][C:10]([Cl:14])=[CH:9][C:3]=1[C:4]([OH:6])=[O:5], predict the reactants needed to synthesize it. The reactants are: [NH2:1][C:2]1[C:12]([OH:13])=[CH:11][C:10]([Cl:14])=[CH:9][C:3]=1[C:4]([O:6]CC)=[O:5].